Dataset: NCI-60 drug combinations with 297,098 pairs across 59 cell lines. Task: Regression. Given two drug SMILES strings and cell line genomic features, predict the synergy score measuring deviation from expected non-interaction effect. (1) Drug 1: C1=C(C(=O)NC(=O)N1)N(CCCl)CCCl. Drug 2: C(CCl)NC(=O)N(CCCl)N=O. Cell line: SN12C. Synergy scores: CSS=36.7, Synergy_ZIP=1.03, Synergy_Bliss=1.65, Synergy_Loewe=-0.295, Synergy_HSA=3.27. (2) Drug 1: C1=CC(=CC=C1CCC2=CNC3=C2C(=O)NC(=N3)N)C(=O)NC(CCC(=O)O)C(=O)O. Drug 2: C1CCC(C(C1)N)N.C(=O)(C(=O)[O-])[O-].[Pt+4]. Cell line: A549. Synergy scores: CSS=33.7, Synergy_ZIP=-8.19, Synergy_Bliss=-5.01, Synergy_Loewe=-8.73, Synergy_HSA=-0.593. (3) Drug 1: C1CN(CCN1C(=O)CCBr)C(=O)CCBr. Drug 2: CC1=C(C(=O)C2=C(C1=O)N3CC4C(C3(C2COC(=O)N)OC)N4)N. Cell line: EKVX. Synergy scores: CSS=11.8, Synergy_ZIP=-6.61, Synergy_Bliss=-1.73, Synergy_Loewe=-0.908, Synergy_HSA=0.913. (4) Synergy scores: CSS=63.6, Synergy_ZIP=-4.93, Synergy_Bliss=-5.59, Synergy_Loewe=-4.40, Synergy_HSA=-1.16. Cell line: A549. Drug 2: C1=NC2=C(N1)C(=S)N=C(N2)N. Drug 1: COC1=CC(=CC(=C1O)OC)C2C3C(COC3=O)C(C4=CC5=C(C=C24)OCO5)OC6C(C(C7C(O6)COC(O7)C8=CC=CS8)O)O. (5) Drug 1: CCC(=C(C1=CC=CC=C1)C2=CC=C(C=C2)OCCN(C)C)C3=CC=CC=C3.C(C(=O)O)C(CC(=O)O)(C(=O)O)O. Drug 2: CC1CCC2CC(C(=CC=CC=CC(CC(C(=O)C(C(C(=CC(C(=O)CC(OC(=O)C3CCCCN3C(=O)C(=O)C1(O2)O)C(C)CC4CCC(C(C4)OC)O)C)C)O)OC)C)C)C)OC. Cell line: COLO 205. Synergy scores: CSS=-1.26, Synergy_ZIP=4.37, Synergy_Bliss=3.39, Synergy_Loewe=-5.42, Synergy_HSA=-0.638.